The task is: Predict which catalyst facilitates the given reaction.. This data is from Catalyst prediction with 721,799 reactions and 888 catalyst types from USPTO. (1) Reactant: [F:1][C:2]1[CH:7]=[CH:6][C:5]([N:8]([CH2:16][C:17]2[CH:18]=[N:19][C:20]([N:23]3[CH2:28][CH2:27][N:26]([CH3:29])[CH2:25][CH2:24]3)=[CH:21][CH:22]=2)[C:9]([C@H:11]2[CH2:15][CH2:14][NH:13][CH2:12]2)=[O:10])=[CH:4][CH:3]=1.C(N(CC)CC)C.[C:37](Cl)(=[O:42])[C:38]([CH3:41])([CH3:40])[CH3:39]. Product: [CH3:39][C:38]([CH3:41])([CH3:40])[C:37]([N:13]1[CH2:14][CH2:15][C@H:11]([C:9]([N:8]([C:5]2[CH:4]=[CH:3][C:2]([F:1])=[CH:7][CH:6]=2)[CH2:16][C:17]2[CH:18]=[N:19][C:20]([N:23]3[CH2:24][CH2:25][N:26]([CH3:29])[CH2:27][CH2:28]3)=[CH:21][CH:22]=2)=[O:10])[CH2:12]1)=[O:42]. The catalyst class is: 4. (2) Reactant: B(O)(O)[C@H]1N(C([C@@H](N)C(C)C)=O)CCC1.CS(O)(=O)=O.[CH2:21]([N:24]([CH2:37][C:38]1[CH:43]=[CH:42][CH:41]=[CH:40][C:39]=1[C:44]([F:47])([F:46])[F:45])[C@H:25]1[CH2:29][CH2:28][N:27](C(OC(C)(C)C)=O)[CH2:26]1)[CH2:22][CH3:23].Cl. Product: [CH2:21]([N:24]([CH2:37][C:38]1[CH:43]=[CH:42][CH:41]=[CH:40][C:39]=1[C:44]([F:47])([F:45])[F:46])[C@H:25]1[CH2:29][CH2:28][NH:27][CH2:26]1)[CH2:22][CH3:23]. The catalyst class is: 5. (3) Reactant: [F:1][C:2]([F:14])([F:13])[C:3]1[CH:8]=[CH:7][C:6]([CH2:9][C:10]([OH:12])=[O:11])=[CH:5][CH:4]=1.OS(O)(=O)=O.[N+:20]([O-])([OH:22])=[O:21]. Product: [N+:20]([C:5]1[CH:4]=[C:3]([C:2]([F:13])([F:14])[F:1])[CH:8]=[CH:7][C:6]=1[CH2:9][C:10]([OH:12])=[O:11])([O-:22])=[O:21]. The catalyst class is: 15. (4) The catalyst class is: 8. Reactant: [F:1][C:2]([F:23])([F:22])[C:3]1[CH:17]=[C:16]([C:18]([F:21])([F:20])[F:19])[CH:15]=[CH:14][C:4]=1[CH2:5][N:6]1[CH2:11][CH2:10][CH:9]([CH:12]=O)[CH2:8][CH2:7]1.[CH2:24]([N:26]([CH2:36][CH3:37])[CH2:27][CH2:28][NH:29][C:30]1[CH2:34][S:33][C:32](=[O:35])[N:31]=1)[CH3:25].CC(C)([O-])C.[K+]. Product: [F:23][C:2]([F:1])([F:22])[C:3]1[CH:17]=[C:16]([C:18]([F:20])([F:21])[F:19])[CH:15]=[CH:14][C:4]=1[CH2:5][N:6]1[CH2:7][CH2:8][CH:9](/[CH:12]=[C:34]2/[C:30]([NH:29][CH2:28][CH2:27][N:26]([CH2:36][CH3:37])[CH2:24][CH3:25])=[N:31][C:32](=[O:35])[S:33]/2)[CH2:10][CH2:11]1. (5) Reactant: [F:1][C:2]1[CH:7]=[C:6]([I:8])[CH:5]=[CH:4][C:3]=1[N:9]1[C:14]2[N:15]([CH3:22])[C:16](=[O:21])[C:17]([CH3:20])=[C:18]([OH:19])[C:13]=2[C:12](=[O:23])[N:11]([CH3:24])[C:10]1=[O:25].C(Cl)(Cl)Cl.N1C(C)=CC=CC=1C.[F:38][C:39]([F:52])([F:51])[S:40](O[S:40]([C:39]([F:52])([F:51])[F:38])(=[O:42])=[O:41])(=[O:42])=[O:41]. Product: [F:1][C:2]1[CH:7]=[C:6]([I:8])[CH:5]=[CH:4][C:3]=1[N:9]1[C:14]2[N:15]([CH3:22])[C:16](=[O:21])[C:17]([CH3:20])=[C:18]([O:19][S:40]([C:39]([F:52])([F:51])[F:38])(=[O:42])=[O:41])[C:13]=2[C:12](=[O:23])[N:11]([CH3:24])[C:10]1=[O:25]. The catalyst class is: 6.